Dataset: Catalyst prediction with 721,799 reactions and 888 catalyst types from USPTO. Task: Predict which catalyst facilitates the given reaction. (1) Reactant: [Cl:1][C:2]1[CH:7]=[CH:6][C:5]([S:8]([NH:11][C@H:12]([C:15]2[CH:20]=[CH:19][CH:18]=[CH:17][CH:16]=2)[CH2:13][CH3:14])(=[O:10])=[O:9])=[CH:4][CH:3]=1.Br[CH2:22][C:23]1[CH:24]=[CH:25][C:26]([C:29]#[N:30])=[N:27][CH:28]=1.C([O-])([O-])=O.[K+].[K+]. Product: [Cl:1][C:2]1[CH:7]=[CH:6][C:5]([S:8]([N:11]([CH2:22][C:23]2[CH:28]=[N:27][C:26]([C:29]#[N:30])=[CH:25][CH:24]=2)[C@H:12]([C:15]2[CH:16]=[CH:17][CH:18]=[CH:19][CH:20]=2)[CH2:13][CH3:14])(=[O:10])=[O:9])=[CH:4][CH:3]=1. The catalyst class is: 3. (2) Product: [C:4]([O:3][C:1]([N:8]1[CH2:15][CH2:14][CH2:13][C@@H:9]1[C:10]([N:26]1[CH2:27][CH2:28][CH:23]([CH2:16][C:17]2[CH:22]=[CH:21][CH:20]=[CH:19][CH:18]=2)[CH2:24][CH2:25]1)=[O:12])=[O:2])([CH3:5])([CH3:6])[CH3:7]. The catalyst class is: 4. Reactant: [C:1]([N:8]1[CH2:15][CH2:14][CH2:13][C@@H:9]1[C:10]([OH:12])=O)([O:3][C:4]([CH3:7])([CH3:6])[CH3:5])=[O:2].[CH2:16]([CH:23]1[CH2:28][CH2:27][NH:26][CH2:25][CH2:24]1)[C:17]1[CH:22]=[CH:21][CH:20]=[CH:19][CH:18]=1.C1C=CC2N(O)N=NC=2C=1.C(Cl)CCl.